From a dataset of Full USPTO retrosynthesis dataset with 1.9M reactions from patents (1976-2016). Predict the reactants needed to synthesize the given product. (1) Given the product [F:1][C:2]1[CH:3]=[C:4]2[C:9](=[CH:10][CH:11]=1)[N:8]=[CH:7][CH:6]=[C:5]2[CH:12]1[CH2:13][CH2:14][CH:15]([CH:18]([CH2:24][CH3:25])[C:19]([OH:21])=[O:20])[CH2:16][CH2:17]1, predict the reactants needed to synthesize it. The reactants are: [F:1][C:2]1[CH:3]=[C:4]2[C:9](=[CH:10][CH:11]=1)[N:8]=[CH:7][CH:6]=[C:5]2[CH:12]1[CH2:17][CH2:16][CH:15]([CH:18]([CH2:24][CH3:25])[C:19]([O:21]CC)=[O:20])[CH2:14][CH2:13]1.[Li+].[OH-].C(OCC)(=O)C. (2) Given the product [ClH:42].[ClH:42].[F:41][C@H:10]1[C@@H:11]([CH2:14][NH:15][C:16]([C:18]2[N:19]=[N:20][C:21]([CH2:37][CH2:38][CH2:39][CH3:40])=[C:22]([C:24]3[CH:29]=[CH:28][C:27]([O:30][CH:31]4[CH2:36][CH2:35][CH2:34][CH2:33][CH2:32]4)=[CH:26][CH:25]=3)[CH:23]=2)=[O:17])[CH2:12][CH2:13][NH:8][CH2:9]1, predict the reactants needed to synthesize it. The reactants are: C(OC([N:8]1[CH2:13][CH2:12][C@H:11]([CH2:14][NH:15][C:16]([C:18]2[N:19]=[N:20][C:21]([CH2:37][CH2:38][CH2:39][CH3:40])=[C:22]([C:24]3[CH:29]=[CH:28][C:27]([O:30][CH:31]4[CH2:36][CH2:35][CH2:34][CH2:33][CH2:32]4)=[CH:26][CH:25]=3)[CH:23]=2)=[O:17])[C@H:10]([F:41])[CH2:9]1)=O)(C)(C)C.[ClH:42].O1CCOCC1. (3) Given the product [N:4]1[C:5]2[C:10](=[CH:9][CH:8]=[CH:7][CH:6]=2)[CH:11]=[CH:12][C:3]=1[NH:1][N:2]=[CH:16][C:15]1[CH:18]=[CH:19][C:20]([OH:22])=[CH:21][C:14]=1[OH:13], predict the reactants needed to synthesize it. The reactants are: [NH:1]([C:3]1[CH:12]=[CH:11][C:10]2[C:5](=[CH:6][CH:7]=[CH:8][CH:9]=2)[N:4]=1)[NH2:2].[OH:13][C:14]1[CH:21]=[C:20]([OH:22])[CH:19]=[CH:18][C:15]=1[CH:16]=O. (4) Given the product [N:29]1([C:2]2[C:3](=[O:28])[NH:4][C:5](=[O:27])[N:6]([CH2:8][CH2:9][CH2:10][N:11]3[CH2:16][C@H:15]4[C@:13]([C:17]5[CH:22]=[CH:21][C:20]([C:23]([F:26])([F:25])[F:24])=[CH:19][CH:18]=5)([CH2:14]4)[CH2:12]3)[CH:7]=2)[CH:33]=[CH:32][CH:31]=[N:30]1, predict the reactants needed to synthesize it. The reactants are: I[C:2]1[C:3](=[O:28])[NH:4][C:5](=[O:27])[N:6]([CH2:8][CH2:9][CH2:10][N:11]2[CH2:16][C@H:15]3[C@:13]([C:17]4[CH:22]=[CH:21][C:20]([C:23]([F:26])([F:25])[F:24])=[CH:19][CH:18]=4)([CH2:14]3)[CH2:12]2)[CH:7]=1.[NH:29]1[CH:33]=[CH:32][CH:31]=[N:30]1.CN(C)CC(O)=O.C([O-])([O-])=O.[K+].[K+]. (5) Given the product [N:1]([CH:4]([C:6]1[N:7]=[C:8]2[S:16][CH:15]=[C:14]([CH3:17])[N:9]2[C:10](=[O:13])[C:11]=1[C:20]1[CH:21]=[CH:22][CH:23]=[CH:24][C:19]=1[F:18])[CH3:5])=[N+:2]=[N-:3], predict the reactants needed to synthesize it. The reactants are: [N:1]([CH:4]([C:6]1[N:7]=[C:8]2[S:16][CH:15]=[C:14]([CH3:17])[N:9]2[C:10](=[O:13])[C:11]=1Br)[CH3:5])=[N+:2]=[N-:3].[F:18][C:19]1[CH:24]=[CH:23][CH:22]=[CH:21][C:20]=1B(O)O.C(=O)([O-])[O-].[Na+].[Na+].O. (6) Given the product [CH2:35]([O:37][C:38]([CH:40]1[CH2:45][CH2:44][CH:43]([N:8]2[CH2:11][CH:10]([NH:12][C:13](=[O:34])[CH2:14][NH:15][C:16]3[C:24]4[C:19](=[CH:20][CH:21]=[C:22]([C:25]([F:27])([F:28])[F:26])[CH:23]=4)[N:18]([CH2:29][C:30]([F:31])([F:32])[F:33])[N:17]=3)[CH2:9]2)[CH2:42][CH2:41]1)=[O:39])[CH3:36], predict the reactants needed to synthesize it. The reactants are: OC(C(F)(F)F)=O.[NH:8]1[CH2:11][CH:10]([NH:12][C:13](=[O:34])[CH2:14][NH:15][C:16]2[C:24]3[C:19](=[CH:20][CH:21]=[C:22]([C:25]([F:28])([F:27])[F:26])[CH:23]=3)[N:18]([CH2:29][C:30]([F:33])([F:32])[F:31])[N:17]=2)[CH2:9]1.[CH2:35]([O:37][C:38]([CH:40]1[CH2:45][CH2:44][C:43](=O)[CH2:42][CH2:41]1)=[O:39])[CH3:36]. (7) Given the product [CH3:9][O:10][C:11]1[CH:18]=[CH:17][C:14]([CH:15]([OH:16])[CH2:1][CH3:2])=[CH:13][CH:12]=1, predict the reactants needed to synthesize it. The reactants are: [CH:1](=O)[C:2]1C=CC=CC=1.[CH3:9][O:10][C:11]1[CH:18]=[CH:17][C:14]([CH:15]=[O:16])=[CH:13][CH:12]=1.